This data is from Reaction yield outcomes from USPTO patents with 853,638 reactions. The task is: Predict the reaction yield, written as a fraction of the theoretical maximum amount of product (1.0 means a 100% yield; for example, 0.34 means a 34% yield). The yield is 0.860. The product is [Cl:1][C:2]1[CH:3]=[C:4]2[C:8](=[C:9]([N+:11]([O-:13])=[O:12])[CH:10]=1)[NH:7][C:6]([C:14]1[CH:19]=[CH:18][CH:17]=[CH:16][CH:15]=1)=[C:5]2[CH2:20][N:31]1[CH2:30][CH2:29][NH:28][C:27](=[O:26])[CH2:32]1. The catalyst is ClC(Cl)C.O. The reactants are [Cl:1][C:2]1[CH:3]=[C:4]2[C:8](=[C:9]([N+:11]([O-:13])=[O:12])[CH:10]=1)[NH:7][C:6]([C:14]1[CH:19]=[CH:18][CH:17]=[CH:16][CH:15]=1)=[C:5]2[CH:20]=O.C(O)(=O)C.[O:26]=[C:27]1[CH2:32][NH:31][CH2:30][CH2:29][NH:28]1.C(O[BH-](OC(=O)C)OC(=O)C)(=O)C.[Na+].